Dataset: Forward reaction prediction with 1.9M reactions from USPTO patents (1976-2016). Task: Predict the product of the given reaction. (1) Given the reactants CS(O[C:6]1[CH:11]=[CH:10][CH:9]=[C:8]([C:12]2[S:13][C:14]3[CH:22]=[CH:21][CH:20]=[CH:19][C:15]=3[C:16](=[O:18])[N:17]=2)[N:7]=1)(=O)=O.[CH2:23]([N:25]([CH2:28][CH3:29])[CH2:26][CH3:27])C.[Cl:30][C:31]1[CH:36]=[CH:35][C:34]([C:37]2([OH:43])CCNCC2)=[CH:33][CH:32]=1.C(OCC)(=O)C, predict the reaction product. The product is: [Cl:30][C:31]1[CH:36]=[CH:35][C:34]([C:37]2([OH:43])[CH2:29][CH2:28][N:25]([CH2:23][C:6]3[N:7]=[C:8]([C:12]4[S:13][C:14]5[CH:22]=[CH:21][CH:20]=[CH:19][C:15]=5[C:16](=[O:18])[N:17]=4)[CH:9]=[CH:10][CH:11]=3)[CH2:26][CH2:27]2)=[CH:33][CH:32]=1. (2) Given the reactants [Cl:1][C:2]1[C:3]([N:8]2[C:12]([C:13]([O:15]CC)=[O:14])=[CH:11][C:10]([CH:18]([CH3:20])[CH3:19])=[N:9]2)=[N:4][CH:5]=[CH:6][CH:7]=1.CO.[OH-].[Na+], predict the reaction product. The product is: [Cl:1][C:2]1[C:3]([N:8]2[C:12]([C:13]([OH:15])=[O:14])=[CH:11][C:10]([CH:18]([CH3:20])[CH3:19])=[N:9]2)=[N:4][CH:5]=[CH:6][CH:7]=1. (3) Given the reactants [O:1]1[CH2:6][CH2:5][NH:4][C:3]2[CH:7]=[CH:8][C:9]([OH:11])=[CH:10][C:2]1=2.C(=O)([O-])[O-].[Cs+].[Cs+].Cl[C:19]1[C:28]2[C:23](=[CH:24][C:25]([O:31][CH3:32])=[C:26]([O:29][CH3:30])[CH:27]=2)[N:22]=[CH:21][CH:20]=1, predict the reaction product. The product is: [NH4+:4].[OH-:1].[CH3:30][O:29][C:26]1[CH:27]=[C:28]2[C:23](=[CH:24][C:25]=1[O:31][CH3:32])[N:22]=[CH:21][CH:20]=[C:19]2[O:11][C:9]1[CH:8]=[CH:7][C:3]2[NH:4][CH2:5][CH2:6][O:1][C:2]=2[CH:10]=1. (4) Given the reactants [N+:1]([C:4]1[CH:5]=[C:6]([CH:9]=[C:10]2[C:18]3[C:13](=[CH:14][CH:15]=[CH:16][CH:17]=3)[C:12](=O)[O:11]2)[S:7][CH:8]=1)([O-:3])=[O:2].O.[NH2:21][NH2:22], predict the reaction product. The product is: [N+:1]([C:4]1[CH:5]=[C:6]([CH2:9][C:10]2[C:18]3[C:13](=[CH:14][CH:15]=[CH:16][CH:17]=3)[C:12](=[O:11])[NH:22][N:21]=2)[S:7][CH:8]=1)([O-:3])=[O:2].